Dataset: Forward reaction prediction with 1.9M reactions from USPTO patents (1976-2016). Task: Predict the product of the given reaction. (1) Given the reactants Cl[C:2]1[C:7]([N+:8]([O-:10])=[O:9])=[CH:6][CH:5]=[CH:4][N:3]=1.[CH2:11]([NH2:13])[CH3:12].C(O)C, predict the reaction product. The product is: [CH2:11]([NH:13][C:2]1[C:7]([N+:8]([O-:10])=[O:9])=[CH:6][CH:5]=[CH:4][N:3]=1)[CH3:12]. (2) Given the reactants [Cl:1][C:2]1[CH:7]=[CH:6][C:5]([N:8]2[C:12]([CH2:13][CH:14]([CH3:16])[CH3:15])=[CH:11][CH:10]=[C:9]2[CH:17]=[CH:18][C:19]([O:21][CH3:22])=[O:20])=[C:4]([C:23](=[O:34])[C:24]2[CH:29]=[CH:28][CH:27]=[C:26]([O:30][CH3:31])[C:25]=2[O:32][CH3:33])[CH:3]=1.[BH4-].[Na+], predict the reaction product. The product is: [Cl:1][C:2]1[CH:7]=[CH:6][C:5]([N:8]2[C:12]([CH2:13][CH:14]([CH3:16])[CH3:15])=[CH:11][CH:10]=[C:9]2[CH:17]=[CH:18][C:19]([O:21][CH3:22])=[O:20])=[C:4]([CH:23]([C:24]2[CH:29]=[CH:28][CH:27]=[C:26]([O:30][CH3:31])[C:25]=2[O:32][CH3:33])[OH:34])[CH:3]=1. (3) Given the reactants Br[C:2]1[S:23][C:5]2[N:6]([CH3:22])[C:7](=[O:21])[N:8]([CH2:11][CH2:12][CH2:13][O:14][CH:15]3[CH2:20][CH2:19][CH2:18][CH2:17][O:16]3)[C:9](=[O:10])[C:4]=2[C:3]=1[CH:24]([OH:29])[CH2:25][CH:26]([CH3:28])[CH3:27].[F:30][C:31]([F:43])([F:42])[O:32][C:33]1[CH:34]=[C:35](B(O)O)[CH:36]=[CH:37][CH:38]=1.[O-]P([O-])([O-])=O.[K+].[K+].[K+], predict the reaction product. The product is: [OH:29][CH:24]([C:3]1[C:4]2[C:9](=[O:10])[N:8]([CH2:11][CH2:12][CH2:13][O:14][CH:15]3[CH2:20][CH2:19][CH2:18][CH2:17][O:16]3)[C:7](=[O:21])[N:6]([CH3:22])[C:5]=2[S:23][C:2]=1[C:35]1[CH:36]=[CH:37][CH:38]=[C:33]([O:32][C:31]([F:30])([F:42])[F:43])[CH:34]=1)[CH2:25][CH:26]([CH3:28])[CH3:27]. (4) Given the reactants [F:1][C:2]1[CH:10]=[CH:9][C:5]([C:6]([OH:8])=O)=[C:4]([CH3:11])[CH:3]=1.Cl.[NH:13]1[CH:17]=[CH:16][CH:15]=[C:14]1[C:18]1[O:22][N:21]=[C:20]([CH:23]2[CH2:28][CH2:27][CH2:26][NH:25][CH2:24]2)[N:19]=1, predict the reaction product. The product is: [F:1][C:2]1[CH:10]=[CH:9][C:5]([C:6]([N:25]2[CH2:26][CH2:27][CH2:28][CH:23]([C:20]3[N:19]=[C:18]([C:14]4[NH:13][CH:17]=[CH:16][CH:15]=4)[O:22][N:21]=3)[CH2:24]2)=[O:8])=[C:4]([CH3:11])[CH:3]=1. (5) Given the reactants Br[C:2]1[CH:7]=[C:6]([CH:8]2[CH2:13][NH:12][S:11](=[O:15])(=[O:14])[NH:10][CH2:9]2)[CH:5]=[CH:4][C:3]=1[NH2:16].[C:17]1(B(O)O)[CH2:22][CH2:21][CH2:20][CH2:19][CH:18]=1, predict the reaction product. The product is: [C:17]1([C:2]2[CH:7]=[C:6]([CH:8]3[CH2:13][NH:12][S:11](=[O:15])(=[O:14])[NH:10][CH2:9]3)[CH:5]=[CH:4][C:3]=2[NH2:16])[CH2:22][CH2:21][CH2:20][CH2:19][CH:18]=1. (6) Given the reactants [Cl:1][C:2]1[CH:3]=[C:4]([C:8]#[C:9][C:10]2[CH2:14][C:13]3([CH2:18][CH2:17][N:16]([C:19]([N:21]4[CH2:26][CH2:25]N(C)[CH2:23][CH2:22]4)=[O:20])[CH2:15]3)[O:12][N:11]=2)[CH:5]=[CH:6][CH:7]=1.CN1CCN(C(Cl)=O)CC1, predict the reaction product. The product is: [Cl:1][C:2]1[CH:3]=[C:4]([C:8]#[C:9][C:10]2[CH2:14][C:13]3([O:12][N:11]=2)[CH2:18][CH2:17][N:16]([C:19]([N:21]2[CH2:26][CH2:25][CH2:23][CH2:22]2)=[O:20])[CH2:15]3)[CH:5]=[CH:6][CH:7]=1. (7) Given the reactants [Cl:1][C:2]1[CH:3]=[CH:4][C:5]2[N:11]3[C:12]([C:15]([F:18])([F:17])[F:16])=[N:13][N:14]=[C:10]3[C@@H:9]([CH2:19][C:20]([NH:22][C:23]3[N:28]=[CH:27][C:26]([CH2:29][CH2:30][C:31]([O:33]C(C)(C)C)=[O:32])=[CH:25][CH:24]=3)=[O:21])[S:8][C@H:7]([C:38]3[CH:43]=[CH:42][CH:41]=[C:40]([O:44][CH3:45])[C:39]=3[O:46][CH3:47])[C:6]=2[CH:48]=1.FC(F)(F)C(O)=O, predict the reaction product. The product is: [Cl:1][C:2]1[CH:3]=[CH:4][C:5]2[N:11]3[C:12]([C:15]([F:17])([F:18])[F:16])=[N:13][N:14]=[C:10]3[C@@H:9]([CH2:19][C:20]([NH:22][C:23]3[N:28]=[CH:27][C:26]([CH2:29][CH2:30][C:31]([OH:33])=[O:32])=[CH:25][CH:24]=3)=[O:21])[S:8][C@H:7]([C:38]3[CH:43]=[CH:42][CH:41]=[C:40]([O:44][CH3:45])[C:39]=3[O:46][CH3:47])[C:6]=2[CH:48]=1.